Dataset: Full USPTO retrosynthesis dataset with 1.9M reactions from patents (1976-2016). Task: Predict the reactants needed to synthesize the given product. (1) Given the product [NH2:8][C:9]1([CH2:13][CH:14]([OH:16])[CH3:15])[CH2:12][CH2:11][CH2:10]1, predict the reactants needed to synthesize it. The reactants are: C([NH:8][C:9]1([CH2:13][CH:14]([OH:16])[CH3:15])[CH2:12][CH2:11][CH2:10]1)C1C=CC=CC=1. (2) Given the product [Cl:12][C:13]1[CH:18]=[CH:17][CH:16]=[CH:15][C:14]=1[C:19]1[N:20]([C:35]2[CH:36]=[CH:37][C:38]([Cl:41])=[CH:39][CH:40]=2)[C:21]([CH2:33][CH3:34])=[C:22]([C:24]([C:2]2[S:3][CH:4]=[CH:5][CH:6]=2)=[O:25])[N:23]=1, predict the reactants needed to synthesize it. The reactants are: Br[C:2]1[S:3][CH:4]=[CH:5][CH:6]=1.[Li]CCCC.[Cl:12][C:13]1[CH:18]=[CH:17][CH:16]=[CH:15][C:14]=1[C:19]1[N:20]([C:35]2[CH:40]=[CH:39][C:38]([Cl:41])=[CH:37][CH:36]=2)[C:21]([CH2:33][CH3:34])=[C:22]([C:24](N2CCC(=O)CC2)=[O:25])[N:23]=1. (3) The reactants are: C([O:4][C:5]1[CH:10]=[CH:9][CH:8]=[C:7]([C:11]([NH:13][CH2:14][CH2:15][N:16]2[CH:21]=[C:20]([CH:22]([C:29]3[CH:34]=[CH:33][CH:32]=[CH:31][CH:30]=3)[C:23]3[CH:28]=[CH:27][CH:26]=[CH:25][CH:24]=3)[CH:19]=[CH:18][C:17]2=[O:35])=[O:12])[CH:6]=1)(=O)C.C([O-])([O-])=O.[K+].[K+]. Given the product [C:23]1([CH:22]([C:29]2[CH:30]=[CH:31][CH:32]=[CH:33][CH:34]=2)[C:20]2[CH:19]=[CH:18][C:17](=[O:35])[N:16]([CH2:15][CH2:14][NH:13][C:11](=[O:12])[C:7]3[CH:8]=[CH:9][CH:10]=[C:5]([OH:4])[CH:6]=3)[CH:21]=2)[CH:28]=[CH:27][CH:26]=[CH:25][CH:24]=1, predict the reactants needed to synthesize it. (4) Given the product [Cl:1][C:2]1[C:3]2[CH:26]=[CH:25][N:10]([C@@H:11]3[CH2:16][CH2:15][NH:14][CH2:13][C@@H:12]3[F:24])[C:8](=[O:9])[C:4]=2[NH:5][C:6]=1[CH3:7], predict the reactants needed to synthesize it. The reactants are: [Cl:1][C:2]1[CH:3]=[C:4]([C:8]([N:10]([CH2:25][CH:26]2OCCO2)[C@@H:11]2[CH2:16][CH2:15][N:14](C(OC(C)(C)C)=O)[CH2:13][C@@H:12]2[F:24])=[O:9])[NH:5][C:6]=1[CH3:7].C(N1CCC(N2C=CC3C(Cl)=C(C)NC=3C2=O)CC1)C1C=CC=CC=1. (5) Given the product [NH:11]1[C:15]2[CH:16]=[CH:17][CH:18]=[CH:19][C:14]=2[N:13]=[C:12]1[CH:8]([NH:9][C:10]([NH:23][CH:24]1[CH2:29][CH2:28][CH2:27][CH:26]([OH:30])[CH2:25]1)=[O:20])[CH2:7][C:6]1[CH:21]=[CH:22][C:3]([O:2][CH3:1])=[CH:4][CH:5]=1, predict the reactants needed to synthesize it. The reactants are: [CH3:1][O:2][C:3]1[CH:22]=[CH:21][C:6]([CH2:7][CH:8]2[C:12]3=[N:13][C:14]4[CH:19]=[CH:18][CH:17]=[CH:16][C:15]=4[N:11]3[C:10](=[O:20])[NH:9]2)=[CH:5][CH:4]=1.[NH2:23][CH:24]1[CH2:29][CH2:28][CH2:27][CH:26]([OH:30])[CH2:25]1.C(O)(C(F)(F)F)=O. (6) The reactants are: C(OC([NH:8][CH2:9][CH2:10][C:11]1[CH:12]=[N+:13]([O-:18])[CH:14]=[C:15]([Cl:17])[CH:16]=1)=O)(C)(C)C.C(O)(C(F)(F)F)=O. Given the product [NH2:8][CH2:9][CH2:10][C:11]1[CH:12]=[N+:13]([O-:18])[CH:14]=[C:15]([Cl:17])[CH:16]=1, predict the reactants needed to synthesize it. (7) The reactants are: [Cl:1][C:2]1[CH:7]=[CH:6][CH:5]=[CH:4][C:3]=1[N:8]1[C:12]([C:13]2[CH:18]=[CH:17][C:16]([Cl:19])=[CH:15][CH:14]=2)=[C:11](OCC(OC)=O)[C:10]([C:26](=[O:33])[NH:27][N:28]2[CH2:32][CH2:31][CH2:30][CH2:29]2)=[N:9]1.[NH3:34].[CH3:35][OH:36].[C:37](OCC)(=O)C.[OH2:43]. Given the product [C:35]([CH2:37][O:43][C:11]1[C:10]([C:26](=[O:33])[NH:27][N:28]2[CH2:32][CH2:31][CH2:30][CH2:29]2)=[N:9][N:8]([C:3]2[CH:4]=[CH:5][CH:6]=[CH:7][C:2]=2[Cl:1])[C:12]=1[C:13]1[CH:14]=[CH:15][C:16]([Cl:19])=[CH:17][CH:18]=1)(=[O:36])[NH2:34], predict the reactants needed to synthesize it.